Dataset: Reaction yield outcomes from USPTO patents with 853,638 reactions. Task: Predict the reaction yield, written as a fraction of the theoretical maximum amount of product (1.0 means a 100% yield; for example, 0.34 means a 34% yield). (1) The reactants are [CH:1]([O:3][CH2:4][C:5]1[CH:10]=[CH:9][CH:8]=[CH:7][CH:6]=1)=[O:2].C(O)(=O)[CH2:12][CH2:13][CH2:14][CH2:15][C:16]([OH:18])=[O:17]. The catalyst is CCCCCCCC. The product is [CH2:4]([O:3][C:1](=[O:2])[CH2:12][CH2:13][CH2:14][CH2:15][C:16]([OH:18])=[O:17])[C:5]1[CH:10]=[CH:9][CH:8]=[CH:7][CH:6]=1. The yield is 0.870. (2) The reactants are [CH3:1][C:2]([SH:5])([CH3:4])[CH3:3].[H-].[Na+].Br[C:9]1[CH:10]=[N:11][CH:12]=[C:13]([CH:16]=1)[C:14]#[N:15]. The catalyst is CN(C=O)C. The product is [C:2]([S:5][C:9]1[CH:10]=[N:11][CH:12]=[C:13]([CH:16]=1)[C:14]#[N:15])([CH3:4])([CH3:3])[CH3:1]. The yield is 0.540. (3) The reactants are [OH:1][C@H:2]([C@@H:4]1[CH2:8][O:7][C:6]([C:9]2[NH:13][C:12]([C:14]3[CH:15]=[C:16]([OH:26])[CH:17]=[C:18]([O:20][C@@H:21]([CH3:25])[CH2:22][O:23][CH3:24])[CH:19]=3)=[CH:11][CH:10]=2)=[N:5]1)[CH3:3].Cl[C:28]1[CH:33]=[N:32][C:31]([S:34]([CH3:37])(=[O:36])=[O:35])=[CH:30][N:29]=1.C(=O)([O-])[O-].[K+].[K+].O. The catalyst is C(#N)C. The product is [CH3:24][O:23][CH2:22][C@@H:21]([O:20][C:18]1[CH:19]=[C:14]([C:12]2[NH:13][C:9]([C:6]3[O:7][CH2:8][C@@H:4]([C@@H:2]([OH:1])[CH3:3])[N:5]=3)=[CH:10][CH:11]=2)[CH:15]=[C:16]([O:26][C:28]2[CH:33]=[N:32][C:31]([S:34]([CH3:37])(=[O:36])=[O:35])=[CH:30][N:29]=2)[CH:17]=1)[CH3:25]. The yield is 0.790. (4) The reactants are Br[C:2]1[CH:9]=[CH:8][CH:7]=[CH:6][C:3]=1[CH:4]=[O:5].[CH3:10][O:11][C:12]1[CH:17]=[CH:16][C:15]([C:18]#[CH:19])=[CH:14][CH:13]=1. The catalyst is C(N(CC)CC)C.Cl[Pd](Cl)([P](C1C=CC=CC=1)(C1C=CC=CC=1)C1C=CC=CC=1)[P](C1C=CC=CC=1)(C1C=CC=CC=1)C1C=CC=CC=1.[Cu]I. The product is [CH3:10][O:11][C:12]1[CH:17]=[CH:16][C:15]([C:18]#[C:19][C:2]2[CH:9]=[CH:8][CH:7]=[CH:6][C:3]=2[CH:4]=[O:5])=[CH:14][CH:13]=1. The yield is 0.890.